Dataset: Forward reaction prediction with 1.9M reactions from USPTO patents (1976-2016). Task: Predict the product of the given reaction. The product is: [Br:40][CH2:11][CH2:10][CH:9]([C:7]1[S:8][C:4]2[CH:3]=[C:2]([F:1])[CH:19]=[CH:18][C:5]=2[C:6]=1[CH3:17])[CH2:13][CH2:14][CH2:15][CH3:16]. Given the reactants [F:1][C:2]1[CH:19]=[CH:18][C:5]2[C:6]([CH3:17])=[C:7]([CH:9]([CH2:13][CH2:14][CH2:15][CH3:16])[CH2:10][CH2:11]O)[S:8][C:4]=2[CH:3]=1.C1(P(C2C=CC=CC=2)C2C=CC=CC=2)C=CC=CC=1.C(Br)(Br)(Br)[Br:40], predict the reaction product.